From a dataset of Orexin1 receptor HTS with 218,158 compounds and 233 confirmed actives. Binary Classification. Given a drug SMILES string, predict its activity (active/inactive) in a high-throughput screening assay against a specified biological target. (1) The molecule is o1c2c(c(=O)c(c1CC)c1nc3c(cc1)cccc3)ccc(OC(=O)CC)c2C. The result is 0 (inactive). (2) The molecule is s1c(/C=N\n2c(n[nH]c2=S)c2[nH]nc(c2)c2ccccc2)ccc1. The result is 1 (active). (3) The molecule is o1nc(Nc2n3ncnc3nc(c2)C)cc1C. The result is 0 (inactive). (4) The drug is S(C(c1ccccc1)c1ccccc1)c1[nH]c(c2ccc([N+]([O-])=O)cc2)cn1. The result is 1 (active). (5) The compound is O=C1N(N=C(/C1=C(/Nc1ccccc1)C)CC(OC)=O)c1ccccc1. The result is 0 (inactive). (6) The drug is S(c1ncc(c2ccccc2)cn1)CC#C. The result is 0 (inactive). (7) The molecule is S(=O)(=O)(N(CC)c1ccccc1)c1cc(NS(=O)(=O)c2sccc2)c(OC)cc1. The result is 0 (inactive). (8) The compound is o1c2c(c3c1cccc3)ccc(NC(=O)COc1cc3OCOc3cc1)c2. The result is 0 (inactive). (9) The molecule is O1C(OCc2ccc(cc2)CO)CC(C2CC2)C=C1C(=O)Nc1ccccc1. The result is 0 (inactive). (10) The drug is S1(=O)(=O)c2c(C(=O)c3c1cccc3C(=O)NCc1cc(F)ccc1)ccc(N1CCOCC1)c2. The result is 0 (inactive).